Dataset: Full USPTO retrosynthesis dataset with 1.9M reactions from patents (1976-2016). Task: Predict the reactants needed to synthesize the given product. Given the product [Cl:19][C:16]1[CH:17]=[CH:18][C:13]([O:12][CH2:11][C:8]2[N:7]([CH2:39][CH2:38][CH2:37][CH2:36][CH2:35][CH:32]3[CH2:33][CH2:34][N:29]([C:27]([O:26][C:22]([CH3:25])([CH3:24])[CH3:23])=[O:28])[CH2:30][CH2:31]3)[C:6]3[CH:5]=[CH:4][CH:3]=[C:2]([O:1][CH2:39][CH2:38][CH2:37][CH2:36][CH2:35][CH:32]4[CH2:33][CH2:34][N:29]([C:27]([O:26][C:22]([CH3:23])([CH3:25])[CH3:24])=[O:28])[CH2:30][CH2:31]4)[C:10]=3[N:9]=2)=[CH:14][CH:15]=1, predict the reactants needed to synthesize it. The reactants are: [OH:1][C:2]1[C:10]2[NH:9][C:8]([CH2:11][O:12][C:13]3[CH:18]=[CH:17][C:16]([Cl:19])=[CH:15][CH:14]=3)=[N:7][C:6]=2[CH:5]=[CH:4][CH:3]=1.[H-].[Na+].[C:22]([O:26][C:27]([N:29]1[CH2:34][CH2:33][CH:32]([CH2:35][CH2:36][CH2:37][CH2:38][CH2:39]Br)[CH2:31][CH2:30]1)=[O:28])([CH3:25])([CH3:24])[CH3:23].